From a dataset of HIV replication inhibition screening data with 41,000+ compounds from the AIDS Antiviral Screen. Binary Classification. Given a drug SMILES string, predict its activity (active/inactive) in a high-throughput screening assay against a specified biological target. (1) The molecule is O=[N+]([O-])C(=C(Cl)Sc1ccccc1)C(Cl)=C(Cl)Cl. The result is 0 (inactive). (2) The compound is O=C1NC(=S)NC1=Cc1cc2c(=O)c3ccccc3sc2s1. The result is 1 (active). (3) The drug is COc1c(OCc2ccccc2)c(OCc2ccccc2)cc(COS(=O)(=O)O)c1-c1c(COS(=O)(=O)O)cc(OCc2ccccc2)c(OCc2ccccc2)c1OC.[NaH]. The result is 0 (inactive). (4) The drug is N=c1nc2c3ccccc3nnn2c(=N)[nH]1. The result is 0 (inactive). (5) The drug is CC12SC3(C)SC(C)(S1)SC(C)(S2)S3. The result is 0 (inactive). (6) The drug is CCCCCCCCCCCCCCC(F)C(=O)OCC1OC(CO)(OC2OC(CO)C(O)C(O)C2O)C(O)C1O. The result is 0 (inactive). (7) The drug is CCCCNc1nc(O)c2nc[nH]c2n1. The result is 0 (inactive).